From a dataset of Forward reaction prediction with 1.9M reactions from USPTO patents (1976-2016). Predict the product of the given reaction. (1) Given the reactants C([O:3][C:4]([C:6]1(C(OCC)=O)[S:10][C:9]2[CH:11]=[C:12]([F:23])[CH:13]=[C:14]([C:15]3[C:20]([Cl:21])=[CH:19][CH:18]=[CH:17][C:16]=3[Cl:22])[C:8]=2[O:7]1)=[O:5])C.Cl.C(O)(=O)C, predict the reaction product. The product is: [Cl:21][C:20]1[CH:19]=[CH:18][CH:17]=[C:16]([Cl:22])[C:15]=1[C:14]1[C:8]2[O:7][CH:6]([C:4]([OH:5])=[O:3])[S:10][C:9]=2[CH:11]=[C:12]([F:23])[CH:13]=1. (2) Given the reactants [CH3:1][O:2][C:3](=[O:29])[C:4]1[CH:9]=[CH:8][C:7]([CH2:10][N:11]([CH2:22][C:23]2[CH:28]=[CH:27][CH:26]=[CH:25][CH:24]=2)[S:12]([C:15]2[CH:20]=[CH:19][C:18](Cl)=[CH:17][CH:16]=2)(=[O:14])=[O:13])=[CH:6][CH:5]=1.Cl.C(NCC1C=C[C:43]([C:44](OC)=[O:45])=CC=1)C1C=CC=CC=1.C(OC1C=CC(S(Cl)(=O)=O)=CC=1)C, predict the reaction product. The product is: [CH3:1][O:2][C:3](=[O:29])[C:4]1[CH:9]=[CH:8][C:7]([CH2:10][N:11]([CH2:22][C:23]2[CH:28]=[CH:27][CH:26]=[CH:25][CH:24]=2)[S:12]([C:15]2[CH:20]=[CH:19][C:18]([O:45][CH2:44][CH3:43])=[CH:17][CH:16]=2)(=[O:14])=[O:13])=[CH:6][CH:5]=1. (3) Given the reactants Br[C:2]1[S:6][C:5]([NH:7][C:8](=[O:10])[NH2:9])=[C:4]([C:11]([NH2:13])=[O:12])[CH:3]=1.[CH:14]([C:16]1[CH:21]=[CH:20][C:19](B(O)O)=[CH:18][CH:17]=1)=[O:15].C(=O)([O-])O.[Na+], predict the reaction product. The product is: [C:8]([NH:7][C:5]1[S:6][C:2]([C:19]2[CH:20]=[CH:21][C:16]([CH:14]=[O:15])=[CH:17][CH:18]=2)=[CH:3][C:4]=1[C:11]([NH2:13])=[O:12])(=[O:10])[NH2:9]. (4) Given the reactants [CH3:1][N:2]1[CH:6]=[CH:5][CH:4]=[C:3]1[C:7]([N:9]1[CH2:14][CH2:13][N:12]([C:15]([NH:17][CH:18]2[CH2:23][CH2:22][N:21]([C:24]3[CH:29]=[CH:28][C:27]([CH:30]=[CH:31][C:32]([N:34]4[CH2:39][CH2:38][O:37][CH2:36][CH2:35]4)=[O:33])=[CH:26][CH:25]=3)[CH2:20][CH2:19]2)=[O:16])[CH2:11][CH2:10]1)=[O:8].[H][H], predict the reaction product. The product is: [CH3:1][N:2]1[CH:6]=[CH:5][CH:4]=[C:3]1[C:7]([N:9]1[CH2:10][CH2:11][N:12]([C:15]([NH:17][CH:18]2[CH2:23][CH2:22][N:21]([C:24]3[CH:29]=[CH:28][C:27]([CH2:30][CH2:31][C:32]([N:34]4[CH2:35][CH2:36][O:37][CH2:38][CH2:39]4)=[O:33])=[CH:26][CH:25]=3)[CH2:20][CH2:19]2)=[O:16])[CH2:13][CH2:14]1)=[O:8]. (5) Given the reactants S(Cl)([Cl:3])=O.[Br:5][C:6]1[CH:15]=[C:14]2[C:9]([CH2:10][C:11]([CH3:20])([CH3:19])[CH2:12][C:13]2([CH:17]=[CH2:18])O)=[CH:8][CH:7]=1.[NH2:21][C:22]([NH2:24])=[S:23], predict the reaction product. The product is: [ClH:3].[C:22]([S:23][CH2:18]/[CH:17]=[C:13]1\[CH2:12][C:11]([CH3:20])([CH3:19])[CH2:10][C:9]2[C:14]\1=[CH:15][C:6]([Br:5])=[CH:7][CH:8]=2)(=[NH:21])[NH2:24]. (6) Given the reactants [F:1][C:2]([F:47])([F:46])[C:3]1[CH:4]=[C:5]([C@H:13]2[O:17][C:16](=[O:18])[N:15]3[C@H:19]([C:22]4[CH:27]=[C:26]([C:28]([F:31])([F:30])[F:29])[CH:25]=[CH:24][C:23]=4[C:32]4[C:37]([O:38][CH3:39])=[CH:36][CH:35]=[C:34]([CH2:40][CH2:41][C:42]([O:44]C)=[O:43])[CH:33]=4)[CH2:20][CH2:21][C@@H:14]23)[CH:6]=[C:7]([C:9]([F:12])([F:11])[F:10])[CH:8]=1.O.[OH-].[Li+].OO, predict the reaction product. The product is: [F:12][C:9]([F:10])([F:11])[C:7]1[CH:6]=[C:5]([C@H:13]2[O:17][C:16](=[O:18])[N:15]3[C@H:19]([C:22]4[CH:27]=[C:26]([C:28]([F:30])([F:31])[F:29])[CH:25]=[CH:24][C:23]=4[C:32]4[C:37]([O:38][CH3:39])=[CH:36][CH:35]=[C:34]([CH2:40][CH2:41][C:42]([OH:44])=[O:43])[CH:33]=4)[CH2:20][CH2:21][C@@H:14]23)[CH:4]=[C:3]([C:2]([F:1])([F:47])[F:46])[CH:8]=1.